Predict the reactants needed to synthesize the given product. From a dataset of Full USPTO retrosynthesis dataset with 1.9M reactions from patents (1976-2016). Given the product [Br:1][C:2]1[C:3](=[O:22])[N:4]([CH2:58][C@H:59]([NH:42][C:51]([O:53][C:54]([CH3:55])([CH3:56])[CH3:57])=[O:52])[C:36]2[CH:37]=[CH:38][CH:39]=[CH:40][CH:41]=2)[C:5](=[O:21])[N:6]([CH2:9][C:10]2[C:15]([C:16]([F:19])([F:18])[F:17])=[CH:14][CH:13]=[CH:12][C:11]=2[F:20])[C:7]=1[CH3:8], predict the reactants needed to synthesize it. The reactants are: [Br:1][C:2]1[C:3](=[O:22])[NH:4][C:5](=[O:21])[N:6]([CH2:9][C:10]2[C:15]([C:16]([F:19])([F:18])[F:17])=[CH:14][CH:13]=[CH:12][C:11]=2[F:20])[C:7]=1[CH3:8].[C:36]1(P([C:36]2[CH:41]=[CH:40][CH:39]=[CH:38][CH:37]=2)[C:36]2[CH:41]=[CH:40][CH:39]=[CH:38][CH:37]=2)[CH:41]=[CH:40][CH:39]=[CH:38][CH:37]=1.[N:42]([C:51]([O:53][C:54]([CH3:57])([CH3:56])[CH3:55])=[O:52])=[N:42][C:51]([O:53][C:54]([CH3:57])([CH3:56])[CH3:55])=[O:52].[CH2:58]1COC[CH2:59]1.